Dataset: Forward reaction prediction with 1.9M reactions from USPTO patents (1976-2016). Task: Predict the product of the given reaction. (1) Given the reactants [CH3:1][O:2][C:3]1[CH:4]=[C:5]([CH:20]=[C:21]([O:31][CH3:32])[C:22]=1[O:23][Si](C(C)(C)C)(C)C)/[CH:6]=[CH:7]/[C:8]1[CH:12]=[C:11]([OH:13])[N:10]([C:14]2[CH:19]=[CH:18][CH:17]=[CH:16][N:15]=2)[N:9]=1.[Si](OC(C1C=NN(C2C=CC=CN=2)C=1O)=CC1C=CC=CC=1)(C(C)(C)C)(C)C, predict the reaction product. The product is: [CH3:1][O:2][C:3]1[CH:4]=[C:5]([CH:20]=[C:21]([O:31][CH3:32])[C:22]=1[OH:23])[CH:6]=[CH:7][C:8]1[CH:12]=[C:11]([OH:13])[N:10]([C:14]2[CH:19]=[CH:18][CH:17]=[CH:16][N:15]=2)[N:9]=1. (2) Given the reactants [CH:1]1([NH:7][C:8](=[N:15][CH:16]2[CH2:21][CH2:20][CH2:19][CH2:18][CH2:17]2)[O:9][N:10]=[C:11]([CH2:13][CH3:14])[CH3:12])[CH2:6][CH2:5][CH2:4][CH2:3][CH2:2]1.[C:22]([O:26][C:27](O[C:27]([O:26][C:22]([CH3:25])([CH3:24])[CH3:23])=[O:28])=[O:28])([CH3:25])([CH3:24])[CH3:23], predict the reaction product. The product is: [C:22]([O:26][C:27]([N:15]([CH:16]1[CH2:17][CH2:18][CH2:19][CH2:20][CH2:21]1)[C:8](=[N:7][CH:1]1[CH2:2][CH2:3][CH2:4][CH2:5][CH2:6]1)[O:9][N:10]=[C:11]([CH2:13][CH3:14])[CH3:12])=[O:28])([CH3:25])([CH3:24])[CH3:23]. (3) Given the reactants [CH2:1]([O:3][C:4](=[O:25])[CH2:5][N:6]1[C:14](=[O:15])[C:13]2[C:8](=[CH:9][CH:10]=[C:11]([O:16][C:17]3[CH:22]=[CH:21][C:20]([OH:23])=[CH:19][CH:18]=3)[CH:12]=2)[C:7]1=[O:24])[CH3:2].Br[CH2:27][CH2:28][CH3:29].C(=O)([O-])[O-].[K+].[K+], predict the reaction product. The product is: [CH2:1]([O:3][C:4](=[O:25])[CH2:5][N:6]1[C:14](=[O:15])[C:13]2[C:8](=[CH:9][CH:10]=[C:11]([O:16][C:17]3[CH:22]=[CH:21][C:20]([O:23][CH2:27][CH2:28][CH3:29])=[CH:19][CH:18]=3)[CH:12]=2)[C:7]1=[O:24])[CH3:2]. (4) The product is: [ClH:38].[CH2:40]([C:23]1[CH:24]=[C:25]([C:36]2[NH:56][CH:55]=[N:57][CH:37]=2)[C:26]([OH:28])=[CH:27][C:22]=1[O:21][CH2:20][CH2:19][CH2:18][O:17][C:13]1[C:12]([CH2:42][CH2:43][CH3:44])=[C:11]([CH:16]=[CH:15][CH:14]=1)[O:10][C:5]1[CH:6]=[CH:7][CH:8]=[CH:9][C:4]=1[C:3]([OH:2])=[O:45])[CH3:41]. Given the reactants C[O:2][C:3](=[O:45])[C:4]1[CH:9]=[CH:8][CH:7]=[CH:6][C:5]=1[O:10][C:11]1[CH:16]=[CH:15][CH:14]=[C:13]([O:17][CH2:18][CH2:19][CH2:20][O:21][C:22]2[CH:27]=[C:26]([O:28]CC3C=CC=CC=3)[C:25]([C:36](=O)[CH2:37][Cl:38])=[CH:24][C:23]=2[CH2:40][CH3:41])[C:12]=1[CH2:42][CH2:43][CH3:44].Cl.C(S[C:55](=[NH:57])[NH2:56])C1C=CC=CC=1.[I-].[Na+].C(=O)([O-])[O-].[K+].[K+], predict the reaction product. (5) Given the reactants C([N:8]([CH2:22][C:23]([C:26]1[CH:31]=[C:30]([F:32])[CH:29]=[C:28]([F:33])[CH:27]=1)=[N:24]O)[C@@H:9]([CH2:14][CH:15]1[CH2:21][CH2:20][CH2:19][CH2:18][CH2:17][CH2:16]1)[C:10](OC)=[O:11])C1C=CC=CC=1.[H][H], predict the reaction product. The product is: [CH:15]1([CH2:14][C@@H:9]2[NH:8][CH2:22][CH:23]([C:26]3[CH:31]=[C:30]([F:32])[CH:29]=[C:28]([F:33])[CH:27]=3)[NH:24][C:10]2=[O:11])[CH2:21][CH2:20][CH2:19][CH2:18][CH2:17][CH2:16]1. (6) Given the reactants [CH3:1][C:2]([CH3:8])([CH3:7])[C@H:3]([OH:6])[CH2:4][OH:5].[S:9](Cl)(Cl)=[O:10].C(#N)C.I([O-])(=O)(=O)=[O:17].[Na+], predict the reaction product. The product is: [C:2]([C@H:3]1[CH2:4][O:5][S:9](=[O:10])(=[O:17])[O:6]1)([CH3:8])([CH3:7])[CH3:1].